Task: Predict the reaction yield, written as a fraction of the theoretical maximum amount of product (1.0 means a 100% yield; for example, 0.34 means a 34% yield).. Dataset: Reaction yield outcomes from USPTO patents with 853,638 reactions (1) The reactants are [CH:1]1([N:4]2[CH2:9][CH2:8][C:7](=O)[CH2:6][CH2:5]2)[CH2:3][CH2:2]1.C1(C)C=CC(S([CH2:20][N+:21]#[C-])(=O)=O)=CC=1.CC(C)([O-])C.[K+]. The catalyst is COCCOC.C(O)C.[Cl-].[Na+].O.C(OCC)(=O)C. The product is [CH:1]1([N:4]2[CH2:9][CH2:8][CH:7]([C:20]#[N:21])[CH2:6][CH2:5]2)[CH2:3][CH2:2]1. The yield is 0.412. (2) The reactants are [F:1][C:2]1[CH:3]=[C:4]([NH:8][CH2:9][C:10]2[CH:15]=[C:14]([F:16])[C:13]([F:17])=[C:12]([F:18])[CH:11]=2)[CH:5]=[CH:6][CH:7]=1.[Cl:19][C:20](Cl)([O:22]C(=O)OC(Cl)(Cl)Cl)Cl. The catalyst is C(Cl)Cl. The product is [F:1][C:2]1[CH:3]=[C:4]([N:8]([CH2:9][C:10]2[CH:15]=[C:14]([F:16])[C:13]([F:17])=[C:12]([F:18])[CH:11]=2)[C:20]([Cl:19])=[O:22])[CH:5]=[CH:6][CH:7]=1. The yield is 0.628. (3) The reactants are ClC1C=CC=C(C(OO)=[O:9])C=1.[I:12][C:13]1[CH:14]=[N:15][CH:16]=[CH:17][C:18]=1[O:19][CH2:20][CH2:21][C:22]1[CH:26]=[CH:25][S:24][CH:23]=1.C(=O)([O-])[O-].[Na+].[Na+]. The catalyst is C(Cl)Cl. The product is [I:12][C:13]1[CH:14]=[N+:15]([O-:9])[CH:16]=[CH:17][C:18]=1[O:19][CH2:20][CH2:21][C:22]1[CH:26]=[CH:25][S:24][CH:23]=1. The yield is 0.920. (4) The reactants are C([C@H]1CCOC(=O)N1C(=O)[C@@H:16]([C@H:21]([O:29][Si:30]([C:33]([CH3:36])([CH3:35])[CH3:34])([CH3:32])[CH3:31])[C:22]1[CH:23]=[N:24][C:25]([Cl:28])=[CH:26][CH:27]=1)[CH2:17][CH2:18][C:19]#[CH:20])C1C=CC=CC=1.[O:38]1[CH2:42]CCC1.[OH:43]O.[OH-].[Na+]. The catalyst is O. The product is [Si:30]([O:29][C@H:21]([C:22]1[CH:23]=[N:24][C:25]([Cl:28])=[CH:26][CH:27]=1)[C@@H:16]([CH2:17][CH2:18][C:19]#[CH:20])[C:42]([OH:38])=[O:43])([C:33]([CH3:34])([CH3:36])[CH3:35])([CH3:32])[CH3:31]. The yield is 0.620.